From a dataset of Catalyst prediction with 721,799 reactions and 888 catalyst types from USPTO. Predict which catalyst facilitates the given reaction. Reactant: [BH4-].[Na+].[Cl:3][C:4]1[C:5]([C:14](OCC)=[O:15])=[N:6][CH:7]=[C:8]([C:10]([F:13])([F:12])[F:11])[CH:9]=1. Product: [Cl:3][C:4]1[C:5]([CH2:14][OH:15])=[N:6][CH:7]=[C:8]([C:10]([F:13])([F:11])[F:12])[CH:9]=1. The catalyst class is: 5.